This data is from Full USPTO retrosynthesis dataset with 1.9M reactions from patents (1976-2016). The task is: Predict the reactants needed to synthesize the given product. (1) Given the product [I:19][C:17]1[CH:16]=[CH:15][C:26]([O:1][C:2]2[CH:3]=[CH:4][C:5]([C:6]([O:8][CH3:9])=[O:7])=[CH:10][CH:11]=2)=[N:27][CH:29]=1, predict the reactants needed to synthesize it. The reactants are: [OH:1][C:2]1[CH:11]=[CH:10][C:5]([C:6]([O:8][CH3:9])=[O:7])=[CH:4][CH:3]=1.ClC1C=[C:17]([I:19])[CH:16]=[CH:15]N=1.C(=O)([O-])[O-].[K+].[K+].[CH3:26][N:27]([CH:29]=O)C. (2) Given the product [OH:7][C:9]1([CH2:8][N:24]2[C:23](=[O:2])[C:22]3=[CH:31][CH:30]=[CH:28][N:27]3[N:26]=[CH:25]2)[CH2:14][CH2:13][N:12]([C:15]([O:17][C:18]([CH3:21])([CH3:20])[CH3:19])=[O:16])[CH2:11][CH2:10]1, predict the reactants needed to synthesize it. The reactants are: C(=O)([O-])[O-:2].[Cs+].[Cs+].[O:7]1[C:9]2([CH2:14][CH2:13][N:12]([C:15]([O:17][C:18]([CH3:21])([CH3:20])[CH3:19])=[O:16])[CH2:11][CH2:10]2)[CH2:8]1.[CH:22]1[CH:31]=[C:30]2[N:24]([CH:25]=[N:26][NH:27][C:28]2=O)[CH:23]=1.CN(C=O)C. (3) Given the product [O:21]1[CH:25]=[CH:24][C:23]([C:17]2[CH:18]=[C:13]3[N:12]=[C:11]([CH2:10][CH2:9][C:5]4[CH:4]=[C:3]([O:2][CH3:1])[CH:8]=[CH:7][N:6]=4)[NH:20][C:14]3=[N:15][CH:16]=2)=[CH:22]1, predict the reactants needed to synthesize it. The reactants are: [CH3:1][O:2][C:3]1[CH:8]=[CH:7][N:6]=[C:5]([CH2:9][CH2:10][C:11]2[NH:20][C:14]3=[N:15][CH:16]=[C:17](I)[CH:18]=[C:13]3[N:12]=2)[CH:4]=1.[O:21]1[CH:25]=[CH:24][C:23](B(O)O)=[CH:22]1. (4) The reactants are: [Cl:1][C:2]1[CH:7]=[CH:6][C:5]([C:8]([NH:10][CH2:11][C:12]2[S:16][C:15]([S:17](Cl)(=[O:19])=[O:18])=[CH:14][CH:13]=2)=[O:9])=[CH:4][CH:3]=1.[S:21]1[CH2:25][CH2:24][S:23][CH:22]1[C:26]1[CH:31]=[CH:30][C:29]([C:32]2[S:33][CH:34]=[C:35]([C:37]([NH:39][NH2:40])=[O:38])[N:36]=2)=[CH:28][CH:27]=1.N1C=CC=CC=1. Given the product [Cl:1][C:2]1[CH:7]=[CH:6][C:5]([C:8]([NH:10][CH2:11][C:12]2[S:16][C:15]([S:17]([NH:40][NH:39][C:37]([C:35]3[N:36]=[C:32]([C:29]4[CH:28]=[CH:27][C:26]([CH:22]5[S:21][CH2:25][CH2:24][S:23]5)=[CH:31][CH:30]=4)[S:33][CH:34]=3)=[O:38])(=[O:19])=[O:18])=[CH:14][CH:13]=2)=[O:9])=[CH:4][CH:3]=1, predict the reactants needed to synthesize it. (5) Given the product [C:21]1([CH2:9][CH2:8][CH2:7][C:6](=[O:5])[CH2:1][CH3:2])[CH:20]=[CH:9][CH:8]=[CH:7][CH:6]=1, predict the reactants needed to synthesize it. The reactants are: [CH2:1]([Mg]Br)[CH3:2].[O:5]1[CH2:9][CH2:8][CH2:7][CH2:6]1.S([O-])([O-])(=O)=O.[Na+].[Na+].C(O[CH2:20][CH3:21])C. (6) Given the product [NH4+:7].[OH-:12].[F:1][C:2]1[N:7]2[CH:8]=[C:9]([CH2:11][N:24]([CH2:31][CH2:25][CH3:26])[C@@H:22]3[C:23]4[N:14]=[CH:15][CH:16]=[CH:17][C:18]=4[CH2:19][CH2:20][CH2:21]3)[N:10]=[C:6]2[C:5]([F:13])=[CH:4][CH:3]=1, predict the reactants needed to synthesize it. The reactants are: [F:1][C:2]1[N:7]2[CH:8]=[C:9]([CH:11]=[O:12])[N:10]=[C:6]2[C:5]([F:13])=[CH:4][CH:3]=1.[N:14]1[C:23]2[CH:22]([NH2:24])[CH2:21][CH2:20][CH2:19][C:18]=2[CH:17]=[CH:16][CH:15]=1.[C:25](O)(=O)[CH3:26].[BH-](OC(C)=O)(OC(C)=O)O[C:31](C)=O.[Na+].C([O-])([O-])=O.[Na+].[Na+].